This data is from Catalyst prediction with 721,799 reactions and 888 catalyst types from USPTO. The task is: Predict which catalyst facilitates the given reaction. Reactant: [OH-].[Na+].[Cl:3][C:4]1[C:5]([F:34])=[C:6]([CH:31]=[CH:32][CH:33]=1)[NH:7][C:8]1[C:17]2[C:12](=[CH:13][C:14]([O:29][CH3:30])=[C:15]([O:18][C@H:19]3[CH2:23][N:22]([CH3:24])[CH:21]([C:25]([O:27]C)=[O:26])[CH2:20]3)[CH:16]=2)[N:11]=[CH:10][N:9]=1. Product: [Cl:3][C:4]1[C:5]([F:34])=[C:6]([CH:31]=[CH:32][CH:33]=1)[NH:7][C:8]1[C:17]2[C:12](=[CH:13][C:14]([O:29][CH3:30])=[C:15]([O:18][C@H:19]3[CH2:23][N:22]([CH3:24])[CH:21]([C:25]([OH:27])=[O:26])[CH2:20]3)[CH:16]=2)[N:11]=[CH:10][N:9]=1. The catalyst class is: 5.